This data is from Forward reaction prediction with 1.9M reactions from USPTO patents (1976-2016). The task is: Predict the product of the given reaction. (1) Given the reactants Cl[C:2]1[CH:16]=[CH:15][C:5]2[C:6](=[O:14])[NH:7][C:8]3[C:13]([C:4]=2[CH:3]=1)=[CH:12][CH:11]=[CH:10][N:9]=3.FC(F)(F)[C:19]1[CH:26]=[CH:25][CH:24]=[CH:23][C:20]=1[CH2:21][NH2:22].[CH:29]1(P(C2CCCCC2)C2C=CC=CC=2C2C(C(C)C)=CC(C(C)C)=CC=2C(C)C)CCCCC1.CC(C)([O-])C.[Na+], predict the reaction product. The product is: [CH3:29][C:24]1[CH:23]=[C:20]([CH:19]=[CH:26][CH:25]=1)[CH2:21][NH:22][C:2]1[CH:16]=[CH:15][C:5]2[C:6](=[O:14])[NH:7][C:8]3[C:13]([C:4]=2[CH:3]=1)=[CH:12][CH:11]=[CH:10][N:9]=3. (2) Given the reactants [CH3:1][N:2]1[CH:6]=[C:5](B2OC(C)(C)C(C)(C)O2)[CH:4]=[N:3]1.C(=O)([O-])[O-].[Na+].[Na+].Br[C:23]1[CH:49]=[CH:48][C:26]2[N:27]([C:30]3[S:34][C:33]([C:35]([NH2:37])=[O:36])=[C:32]([O:38][C@@H:39]([C:41]4[CH:46]=[CH:45][CH:44]=[CH:43][C:42]=4[Cl:47])[CH3:40])[CH:31]=3)[CH:28]=[N:29][C:25]=2[CH:24]=1, predict the reaction product. The product is: [Cl:47][C:42]1[CH:43]=[CH:44][CH:45]=[CH:46][C:41]=1[C@H:39]([O:38][C:32]1[CH:31]=[C:30]([N:27]2[C:26]3[CH:48]=[CH:49][C:23]([C:5]4[CH:4]=[N:3][N:2]([CH3:1])[CH:6]=4)=[CH:24][C:25]=3[N:29]=[CH:28]2)[S:34][C:33]=1[C:35]([NH2:37])=[O:36])[CH3:40]. (3) The product is: [Br:22][C:2]1[CH:3]=[CH:4][C:5]([F:17])=[C:6]([C:8]2[C:9]([C:15]#[N:16])=[CH:10][C:11]([F:14])=[CH:12][CH:13]=2)[CH:7]=1. Given the reactants N[C:2]1[CH:3]=[CH:4][C:5]([F:17])=[C:6]([C:8]2[C:9]([C:15]#[N:16])=[CH:10][C:11]([F:14])=[CH:12][CH:13]=2)[CH:7]=1.N([O-])=O.[Na+].[BrH:22], predict the reaction product. (4) The product is: [Cl:21][C:16]1[CH:15]=[C:14]2[C:13](=[CH:18][C:17]=1[O:19][CH3:20])[CH2:12][N:8]([CH2:7][C:6]1[CH:9]=[CH:10][C:3]([O:2][CH3:1])=[CH:4][CH:5]=1)[CH2:22]2. Given the reactants [CH3:1][O:2][C:3]1[CH:10]=[CH:9][C:6]([CH2:7][NH2:8])=[CH:5][CH:4]=1.Br[CH2:12][C:13]1[CH:18]=[C:17]([O:19][CH3:20])[C:16]([Cl:21])=[CH:15][C:14]=1[CH2:22]Br.C([O-])([O-])=O.[Na+].[Na+], predict the reaction product. (5) Given the reactants C[S-].[Na+].[F:4][C:5]1[CH:10]=[C:9]([O:11][CH3:12])[C:8]([O:13]C)=[CH:7][C:6]=1[F:15], predict the reaction product. The product is: [F:4][C:5]1[C:6]([F:15])=[CH:7][C:8]([OH:13])=[C:9]([O:11][CH3:12])[CH:10]=1.